From a dataset of Experimentally validated miRNA-target interactions with 360,000+ pairs, plus equal number of negative samples. Binary Classification. Given a miRNA mature sequence and a target amino acid sequence, predict their likelihood of interaction. (1) The miRNA is hsa-miR-4653-3p with sequence UGGAGUUAAGGGUUGCUUGGAGA. The protein sequence of the target gene is MAAPGRLLLRPRPGGLLLLLPGLLLPLADAFNLDVESPAEYAGPEGSYFGFAVDFFEPSTSSRMFLLVGAPKANTTQPGIVEGGQVLKCECSSSRRCQPIEFDSTGNRDYAKDDPLEFKSHQWFGASVRSKQDKILACAPLYHWRTEMKQEREPVGTCFLQDGTKTVEYAPCRSKNIDADGQGFCQGGFSIDFTKADRVLLGGPGSFYWQGQLISDQVAEIISKYDPNVYSIKYNNQLATRTAQAIFDDSYLGYSVAVGDFNGDGIEDFVSGVPRAARTLGMVYIYDGKNMSSLHNFTGE.... Result: 0 (no interaction). (2) The miRNA is hsa-miR-3189-5p with sequence UGCCCCAUCUGUGCCCUGGGUAGGA. The protein sequence of the target gene is MATQQKASDERISQFDHNLLPELSALLGLDAVQLAKELEEEEQKERAKMQKGYNSQMRSEAKRLKTFVTYEPYSSWIPQEMAAAGFYFTGVKSGIQCFCCSLILFGAGLTRLPIEDHKRFHPDCGFLLNKDVGNIAKYDIRVKNLKSRLRGGKMRYQEEEARLASFRNWPFYVQGISPCVLSEAGFVFTGKQDTVQCFSCGGCLGNWEEGDDPWKEHAKWFPKCEFLRSKKSSEEITQYIQSYKGFVDITGEHFVNSWVQRELPMASAYCNDSIFAYEELRLDSFKDWPRESAVGVAALA.... Result: 0 (no interaction).